From a dataset of KCNQ2 potassium channel screen with 302,405 compounds. Binary Classification. Given a drug SMILES string, predict its activity (active/inactive) in a high-throughput screening assay against a specified biological target. (1) The molecule is s1c(NC(=O)C2CC2)c(c(c1)c1cc([N+]([O-])=O)ccc1)C(OCC)=O. The result is 0 (inactive). (2) The molecule is Fc1ccc(CNC(=O)CN(CCCC)C(=O)c2occc2)cc1. The result is 0 (inactive). (3) The molecule is O(CCCNc1ncnc2n(ncc12)c1ccccc1)C(C)C. The result is 0 (inactive). (4) The compound is Clc1c(/C=C\C(=O)Nc2ccc(c3n4CCCCCc4nn3)cc2)cccc1. The result is 0 (inactive). (5) The compound is Brc1c(OCC(=O)N2CCCCC2)ccc2c1cccc2. The result is 1 (active). (6) The compound is S(Cc1[nH]c2c(c(=O)n1)cccc2)c1sc(Nc2ccc(cc2)C)nn1. The result is 0 (inactive).